This data is from Full USPTO retrosynthesis dataset with 1.9M reactions from patents (1976-2016). The task is: Predict the reactants needed to synthesize the given product. (1) Given the product [Br-:17].[CH2:10]([N+:4]1[CH:5]=[CH:6][CH:7]=[C:2]([C:1]([OH:9])=[O:8])[CH:3]=1)[C:11]1[CH:16]=[CH:15][CH:14]=[CH:13][CH:12]=1, predict the reactants needed to synthesize it. The reactants are: [C:1]([OH:9])(=[O:8])[C:2]1[CH:7]=[CH:6][CH:5]=[N:4][CH:3]=1.[CH2:10]([Br:17])[C:11]1[CH:16]=[CH:15][CH:14]=[CH:13][CH:12]=1. (2) Given the product [C:6]1([C:12]2[S:13][C:14]([C:19]([S:21][CH3:23])=[S:20])=[CH:15][CH:16]=2)[CH:7]=[CH:8][CH:9]=[CH:10][CH:11]=1, predict the reactants needed to synthesize it. The reactants are: [Li]CCCC.[C:6]1([C:12]2[S:13][CH:14]=[CH:15][CH:16]=2)[CH:11]=[CH:10][CH:9]=[CH:8][CH:7]=1.[Br-].[Li+].[C:19](=[S:21])=[S:20].I[CH3:23]. (3) Given the product [CH2:1]([N:8]([CH3:17])[C@@H:9]([CH:12]1[CH2:16][CH2:15][CH2:14][CH2:13]1)[CH:25]([O:26][CH3:27])[O:24][CH3:23])[C:2]1[CH:7]=[CH:6][CH:5]=[CH:4][CH:3]=1, predict the reactants needed to synthesize it. The reactants are: [CH2:1]([N:8]([CH3:17])[C@@H:9]([CH:12]1[CH2:16][CH2:15][CH2:14][CH2:13]1)C=O)[C:2]1[CH:7]=[CH:6][CH:5]=[CH:4][CH:3]=1.OS(O)(=O)=O.[CH3:23][O:24][CH:25](OC)[O:26][CH3:27]. (4) Given the product [CH3:25][C:23]([CH3:26])=[CH:24][C:2]1[CH:3]=[CH:4][C:5]([N:8]2[CH2:13][CH2:12][CH:11]([CH2:14][CH2:15][NH:16][C:17](=[O:21])[O:18][CH2:19][CH3:20])[CH2:10][CH2:9]2)=[N:6][CH:7]=1, predict the reactants needed to synthesize it. The reactants are: Br[C:2]1[CH:3]=[CH:4][C:5]([N:8]2[CH2:13][CH2:12][CH:11]([CH2:14][CH2:15][NH:16][C:17](=[O:21])[O:18][CH2:19][CH3:20])[CH2:10][CH2:9]2)=[N:6][CH:7]=1.O[C:23]([C:26](O)(C)C)([CH3:25])[CH3:24].CC(C)=CB([O-])[O-].C(=O)([O-])[O-].[Cs+].[Cs+].O1CCCC1.